Dataset: Full USPTO retrosynthesis dataset with 1.9M reactions from patents (1976-2016). Task: Predict the reactants needed to synthesize the given product. (1) Given the product [CH3:36][O:1][C:8]1[CH:9]=[N:10][C:11]2[C:16](=[CH:15][C:14]([C:18]3[N:22]4[CH2:23][CH2:24][NH:25][C:21]4=[N:20][C:19]=3[C:29]3[CH:34]=[CH:33][CH:32]=[C:31]([CH3:35])[N:30]=3)=[CH:13][CH:12]=2)[N:17]=1, predict the reactants needed to synthesize it. The reactants are: [OH-:1].[Na+].N1([C:8]2[CH:9]=[N:10][C:11]3[C:16]([N:17]=2)=[CH:15][C:14]([C:18]2[N:22]4[CH2:23][CH2:24][N:25](C(=O)C)[C:21]4=[N:20][C:19]=2[C:29]2[CH:34]=[CH:33][CH:32]=[C:31]([CH3:35])[N:30]=2)=[CH:13][CH:12]=3)C=CN=C1.[CH3:36]O. (2) The reactants are: [CH3:1][N:2]1[C:6]([CH3:7])=[C:5]([C:8]2[CH:9]=[C:10]3[C:14](=[CH:15][CH:16]=2)[N:13](C(OC(C)(C)C)=O)[CH2:12][CH2:11]3)[CH:4]=[N:3]1.Cl. Given the product [CH3:1][N:2]1[C:6]([CH3:7])=[C:5]([C:8]2[CH:9]=[C:10]3[C:14](=[CH:15][CH:16]=2)[NH:13][CH2:12][CH2:11]3)[CH:4]=[N:3]1, predict the reactants needed to synthesize it. (3) The reactants are: [CH:1]([NH2:3])=[S:2].Br[CH:5]([S:16][CH2:17][C:18]([O:20][CH3:21])=[O:19])[C:6]([C:8]1[CH:13]=[CH:12][C:11]([CH3:14])=[CH:10][C:9]=1[Cl:15])=O. Given the product [Cl:15][C:9]1[CH:10]=[C:11]([CH3:14])[CH:12]=[CH:13][C:8]=1[C:6]1[N:3]=[CH:1][S:2][C:5]=1[S:16][CH2:17][C:18]([O:20][CH3:21])=[O:19], predict the reactants needed to synthesize it. (4) Given the product [CH:15]1([N:18]2[C:2]3[C:3](=[CH:4][C:5]([N+:8]([O-:10])=[O:9])=[CH:6][CH:7]=3)[CH2:11][C:12]2=[O:14])[CH2:17][CH2:16]1, predict the reactants needed to synthesize it. The reactants are: F[C:2]1[CH:7]=[CH:6][C:5]([N+:8]([O-:10])=[O:9])=[CH:4][C:3]=1[CH2:11][C:12]([OH:14])=O.[CH:15]1([NH2:18])[CH2:17][CH2:16]1. (5) Given the product [C:1]([O:4][C@H:5]1[CH2:22][CH2:21][C@@:20]2([CH3:23])[C@@H:7]([CH2:8][CH2:9][C@:10]3([CH3:34])[C@@H:19]2[CH2:18][CH2:17][C@H:16]2[C@@:11]3([CH3:33])[CH2:12][CH2:13][C@@:14]3([C:30](=[O:31])[NH:37][C@H:38]4[CH2:41][C@@H:40]([C:42]([N:44]5[CH2:49][CH2:48][CH2:47][CH2:46][CH2:45]5)=[O:43])[C:39]4([CH3:51])[CH3:50])[CH2:26][CH2:25][C@@H:24]([C:27]([CH3:29])=[CH2:28])[C@@H:15]32)[C:6]1([CH3:36])[CH3:35])(=[O:3])[CH3:2], predict the reactants needed to synthesize it. The reactants are: [C:1]([O:4][C@H:5]1[CH2:22][CH2:21][C@@:20]2([CH3:23])[C@@H:7]([CH2:8][CH2:9][C@:10]3([CH3:34])[C@@H:19]2[CH2:18][CH2:17][C@H:16]2[C@@:11]3([CH3:33])[CH2:12][CH2:13][C@@:14]3([C:30](O)=[O:31])[CH2:26][CH2:25][C@@H:24]([C:27]([CH3:29])=[CH2:28])[C@@H:15]32)[C:6]1([CH3:36])[CH3:35])(=[O:3])[CH3:2].[NH2:37][C@H:38]1[CH2:41][C@@H:40]([C:42]([N:44]2[CH2:49][CH2:48][CH2:47][CH2:46][CH2:45]2)=[O:43])[C:39]1([CH3:51])[CH3:50].CCN(CC)CC. (6) Given the product [CH3:10][C:9]([NH:8][C:4]1[CH:3]=[C:2]([NH2:17])[CH:7]=[CH:6][N:5]=1)([CH2:11][C:12]([CH3:15])([CH3:14])[CH3:13])[CH3:16], predict the reactants needed to synthesize it. The reactants are: Br[C:2]1[CH:7]=[CH:6][N:5]=[C:4]([NH:8][C:9]([CH3:16])([CH2:11][C:12]([CH3:15])([CH3:14])[CH3:13])[CH3:10])[CH:3]=1.[N-:17]=[N+]=[N-].[Na+].CN(C)CCN. (7) Given the product [ClH:35].[ClH:35].[CH:1]([C@:4]1([C:17]([N:19]2[CH2:24][CH2:23][N:22]([C:25]3[CH:30]=[CH:29][CH:28]=[C:27]([C:31]([F:34])([F:32])[F:33])[N:26]=3)[CH2:21][CH2:20]2)=[O:18])[CH2:8][CH2:7][C@@H:6]([NH2:9])[CH2:5]1)([CH3:3])[CH3:2], predict the reactants needed to synthesize it. The reactants are: [CH:1]([C@:4]1([C:17]([N:19]2[CH2:24][CH2:23][N:22]([C:25]3[CH:30]=[CH:29][CH:28]=[C:27]([C:31]([F:34])([F:33])[F:32])[N:26]=3)[CH2:21][CH2:20]2)=[O:18])[CH2:8][CH2:7][C@@H:6]([NH:9]C(=O)OC(C)(C)C)[CH2:5]1)([CH3:3])[CH3:2].[ClH:35]. (8) Given the product [CH3:10][O:11][C:12]1[CH:13]=[C:14]([NH:18][CH:3]2[CH:4]3[CH2:7][CH2:8][N:1]([CH2:6][CH2:5]3)[CH2:2]2)[CH:15]=[CH:16][CH:17]=1, predict the reactants needed to synthesize it. The reactants are: [N:1]12[CH2:8][CH2:7][CH:4]([CH2:5][CH2:6]1)[C:3](=O)[CH2:2]2.[CH3:10][O:11][C:12]1[CH:17]=[CH:16][CH:15]=[C:14]([NH2:18])[CH:13]=1.[BH4-].[Na+]. (9) The reactants are: [OH:1][C:2]1[CH:7]=[CH:6][C:5]([C:8]2[CH:12]=[C:11]([CH2:13][O:14][C:15](=[O:17])[NH2:16])[O:10][N:9]=2)=[CH:4][CH:3]=1.C(=O)([O-])[O-].[K+].[K+].Br[CH:25]([C:27]1[CH:32]=[CH:31][CH:30]=[CH:29][CH:28]=1)[CH3:26]. Given the product [C:27]1([CH:25]([O:1][C:2]2[CH:3]=[CH:4][C:5]([C:8]3[CH:12]=[C:11]([CH2:13][O:14][C:15](=[O:17])[NH2:16])[O:10][N:9]=3)=[CH:6][CH:7]=2)[CH3:26])[CH:32]=[CH:31][CH:30]=[CH:29][CH:28]=1, predict the reactants needed to synthesize it.